This data is from Catalyst prediction with 721,799 reactions and 888 catalyst types from USPTO. The task is: Predict which catalyst facilitates the given reaction. (1) Reactant: [NH2:1][C:2]1[CH:3]=[C:4]([CH:9]=[CH:10][C:11]=1[CH2:12][CH:13](OC)OC)[C:5]([O:7][CH3:8])=[O:6].O=[C:19]1[CH2:24][CH2:23][N:22]([C:25]([O:27][CH2:28][C:29]2[CH:34]=[CH:33][CH:32]=[CH:31][CH:30]=2)=[O:26])[CH2:21][CH2:20]1.C(O[BH-](OC(=O)C)OC(=O)C)(=O)C.[Na+].O. Product: [CH2:28]([O:27][C:25]([N:22]1[CH2:23][CH2:24][CH:19]([N:1]2[C:2]3[C:11](=[CH:10][CH:9]=[C:4]([C:5]([O:7][CH3:8])=[O:6])[CH:3]=3)[CH:12]=[CH:13]2)[CH2:20][CH2:21]1)=[O:26])[C:29]1[CH:30]=[CH:31][CH:32]=[CH:33][CH:34]=1. The catalyst class is: 15. (2) Reactant: [CH3:1][O:2][C:3]1[CH:4]=[C:5]([CH:11]=[CH:12][CH:13]=1)[C:6]([CH2:8][C:9]#[N:10])=[O:7].[C:14]1([N:20](C2C=CC=CC=2)[CH:21]=N)[CH:19]=[CH:18][CH:17]=[CH:16][CH:15]=1. Product: [CH3:1][O:2][C:3]1[CH:4]=[C:5]([CH:11]=[CH:12][CH:13]=1)[C:6]([C:8](=[CH:21][NH:20][C:14]1[CH:19]=[CH:18][CH:17]=[CH:16][CH:15]=1)[C:9]#[N:10])=[O:7]. The catalyst class is: 11. (3) Reactant: [OH:1][C:2]12[CH2:9][CH2:8][C:5]([CH2:10][CH2:11][C:12]([OH:14])=[O:13])([CH2:6][CH2:7]1)[CH2:4][CH2:3]2.[Si](C=[N+]=[N-])(C)(C)[CH3:16]. Product: [OH:1][C:2]12[CH2:3][CH2:4][C:5]([CH2:10][CH2:11][C:12]([O:14][CH3:16])=[O:13])([CH2:8][CH2:9]1)[CH2:6][CH2:7]2. The catalyst class is: 5.